Dataset: Catalyst prediction with 721,799 reactions and 888 catalyst types from USPTO. Task: Predict which catalyst facilitates the given reaction. (1) Reactant: C1C2C(=C(N3CCC(C(O)=O)CC3)C=CC=2)C=CN=1.BrC1C=CC=C2C=1C=CN=C2.C1(C)C=CC(S([N:40]2[CH2:44][CH2:43][C:42]([NH:45][C:46]([CH:48]3[CH2:53][CH2:52][N:51]([C:54]4[CH:63]=[CH:62][CH:61]=[C:60]5[C:55]=4[CH:56]=[CH:57][N:58]=[CH:59]5)[CH2:50][CH2:49]3)=[O:47])=[N:41]2)(=O)=O)=CC=1.C1(C)C=CC(S(N2CCC(N)=N2)(=O)=O)=CC=1. The catalyst class is: 570. Product: [NH:40]1[CH2:44][CH2:43][C:42]([NH:45][C:46]([CH:48]2[CH2:49][CH2:50][N:51]([C:54]3[CH:63]=[CH:62][CH:61]=[C:60]4[C:55]=3[CH:56]=[CH:57][N:58]=[CH:59]4)[CH2:52][CH2:53]2)=[O:47])=[N:41]1. (2) Reactant: [Br:1][C:2]1[CH:3]=[C:4]([C:9]([F:12])([F:11])[F:10])[C:5](O)=[N:6][CH:7]=1.COC1C=CC(P2(SP(C3C=CC(OC)=CC=3)(=S)S2)=[S:22])=CC=1. Product: [Br:1][C:2]1[CH:3]=[C:4]([C:9]([F:12])([F:11])[F:10])[C:5](=[S:22])[NH:6][CH:7]=1. The catalyst class is: 11. (3) Reactant: [CH2:1]([N:5]([CH2:18][CH2:19][CH2:20][CH3:21])[C:6]1[CH:11]=[CH:10][C:9]([CH:12]=[CH:13][CH:14]=O)=[C:8]([O:16][CH3:17])[CH:7]=1)[CH2:2][CH2:3][CH3:4].[C:22]([C:24]1[C:25](=[C:40]([C:43]#[N:44])[C:41]#[N:42])[O:26][C:27]([C:34]2[CH:39]=[CH:38][CH:37]=[CH:36][CH:35]=2)([C:30]([F:33])([F:32])[F:31])[C:28]=1[CH3:29])#[N:23]. Product: [CH2:1]([N:5]([CH2:18][CH2:19][CH2:20][CH3:21])[C:6]1[CH:11]=[CH:10][C:9]([CH:12]=[CH:13][CH:14]=[CH:29][C:28]2[C:27]([C:34]3[CH:35]=[CH:36][CH:37]=[CH:38][CH:39]=3)([C:30]([F:33])([F:31])[F:32])[O:26][C:25](=[C:40]([C:43]#[N:44])[C:41]#[N:42])[C:24]=2[C:22]#[N:23])=[C:8]([O:16][CH3:17])[CH:7]=1)[CH2:2][CH2:3][CH3:4]. The catalyst class is: 8. (4) Product: [Si:24]([O:14][CH2:13][CH2:12][C:11]([C:7]1[NH:8][C:9]2[C:5]([CH:6]=1)=[CH:4][C:3]([N+:17]([O-:19])=[O:18])=[C:2]([F:1])[CH:10]=2)([CH3:16])[CH3:15])([C:21]([CH3:23])([CH3:22])[CH3:20])([CH3:26])[CH3:25]. The catalyst class is: 2. Reactant: [F:1][C:2]1[CH:10]=[C:9]2[C:5]([CH:6]=[C:7]([C:11]([CH3:16])([CH3:15])[CH2:12][CH2:13][OH:14])[NH:8]2)=[CH:4][C:3]=1[N+:17]([O-:19])=[O:18].[CH3:20][C:21]([Si:24](Cl)([CH3:26])[CH3:25])([CH3:23])[CH3:22].N1C=CN=C1. (5) Reactant: [H-].[Na+].[N:3]1[CH:8]=[CH:7][CH:6]=[C:5]([C:9]([C:11]2[C:20](=[O:21])[C:19]3[C:14](=[CH:15][CH:16]=[CH:17][CH:18]=3)[NH:13][CH:12]=2)=[O:10])[CH:4]=1.CN(C)C=O.[CH3:27][C:28]1[CH:29]=[C:30]([CH:33]=[CH:34][CH:35]=1)[CH2:31]Br. Product: [CH3:27][C:28]1[CH:29]=[C:30]([CH:33]=[CH:34][CH:35]=1)[CH2:31][N:13]1[C:14]2[C:19](=[CH:18][CH:17]=[CH:16][CH:15]=2)[C:20](=[O:21])[C:11]([C:9]([C:5]2[CH:4]=[N:3][CH:8]=[CH:7][CH:6]=2)=[O:10])=[CH:12]1. The catalyst class is: 10. (6) Reactant: [Cl:1][C:2]1[N:3]=[C:4]([C:24]2[CH:29]=[CH:28][CH:27]=[CH:26][N:25]=2)[NH:5][C:6]=1/[C:7](/[C:15]1[CH:20]=[CH:19][C:18](SC)=[C:17]([Cl:23])[CH:16]=1)=[CH:8]/[CH:9]1[CH2:14][CH2:13][O:12][CH2:11][CH2:10]1.O1CCC[CH2:31]1.O[O:36][S:37]([O-:39])=O.[K+].C(=O)([O-])O.[Na+]. Product: [Cl:1][C:2]1[N:3]=[C:4]([C:24]2[CH:29]=[CH:28][CH:27]=[CH:26][N:25]=2)[NH:5][C:6]=1/[C:7](/[C:15]1[CH:20]=[CH:19][C:18]([S:37]([CH3:31])(=[O:39])=[O:36])=[C:17]([Cl:23])[CH:16]=1)=[CH:8]/[CH:9]1[CH2:14][CH2:13][O:12][CH2:11][CH2:10]1. The catalyst class is: 72.